Dataset: Full USPTO retrosynthesis dataset with 1.9M reactions from patents (1976-2016). Task: Predict the reactants needed to synthesize the given product. (1) Given the product [O:1]=[C:2]1[N:8]([CH:9]2[CH2:14][CH2:13][N:12]([C:15]([O:17][C@@H:18]([C:36]([O:38][CH3:45])=[O:37])[CH2:19][C:20]3[CH:21]=[C:22]([CH3:35])[C:23]([OH:27])=[C:24]([CH3:26])[CH:25]=3)=[O:16])[CH2:11][CH2:10]2)[CH2:7][CH2:6][C:5]2[CH:39]=[CH:40][CH:41]=[CH:42][C:4]=2[NH:3]1, predict the reactants needed to synthesize it. The reactants are: [O:1]=[C:2]1[N:8]([CH:9]2[CH2:14][CH2:13][N:12]([C:15]([O:17][C@@H:18]([C:36]([OH:38])=[O:37])[CH2:19][C:20]3[CH:25]=[C:24]([CH3:26])[C:23]([O:27]CC4C=CC=CC=4)=[C:22]([CH3:35])[CH:21]=3)=[O:16])[CH2:11][CH2:10]2)[CH2:7][CH2:6][C:5]2[CH:39]=[CH:40][CH:41]=[CH:42][C:4]=2[NH:3]1.[H][H].[CH3:45]O. (2) Given the product [F:39][C:2]([F:1])([F:38])[C:3]([C:9]1[CH:14]=[CH:13][C:12]([N:15]2[CH2:20][CH2:19][N:18]([S:21]([C:24]3[S:25][CH:26]=[CH:27][CH:28]=3)(=[O:23])=[O:22])[CH2:17][CH:16]2[CH2:29][C:30]2[CH:31]=[C:32]([OH:36])[CH:33]=[CH:34][CH:35]=2)=[CH:11][CH:10]=1)([OH:8])[C:4]([F:7])([F:6])[F:5], predict the reactants needed to synthesize it. The reactants are: [F:1][C:2]([F:39])([F:38])[C:3]([C:9]1[CH:14]=[CH:13][C:12]([N:15]2[CH2:20][CH2:19][N:18]([S:21]([C:24]3[S:25][CH:26]=[CH:27][CH:28]=3)(=[O:23])=[O:22])[CH2:17][CH:16]2[CH2:29][C:30]2[CH:35]=[CH:34][CH:33]=[C:32]([O:36]C)[CH:31]=2)=[CH:11][CH:10]=1)([OH:8])[C:4]([F:7])([F:6])[F:5].B(Br)(Br)Br. (3) Given the product [F:16][C:17]1[CH:22]=[CH:21][CH:20]=[CH:19][C:18]=1[CH2:23][C:24]([C:9]1[CH:8]=[CH:7][C:6]2[O:1][CH2:2][C:3](=[O:11])[NH:4][C:5]=2[CH:10]=1)=[O:25], predict the reactants needed to synthesize it. The reactants are: [O:1]1[C:6]2[CH:7]=[CH:8][CH:9]=[CH:10][C:5]=2[NH:4][C:3](=[O:11])[CH2:2]1.[Al+3].[Cl-].[Cl-].[Cl-].[F:16][C:17]1[CH:22]=[CH:21][CH:20]=[CH:19][C:18]=1[CH2:23][C:24](Cl)=[O:25]. (4) Given the product [CH2:1]([O:3][C:4]1[CH:11]=[CH:10][C:7](/[CH:8]=[CH:19]/[C:20]([OH:22])=[O:21])=[CH:6][CH:5]=1)[CH3:2], predict the reactants needed to synthesize it. The reactants are: [CH2:1]([O:3][C:4]1[CH:11]=[CH:10][C:7]([CH:8]=O)=[CH:6][CH:5]=1)[CH3:2].N1CCCCC1.C(O)(=O)[CH2:19][C:20]([OH:22])=[O:21].Cl. (5) Given the product [O:6]=[C:2]([CH3:1])[CH2:7][CH2:8][CH2:9][CH2:10][N:11]1[CH:15]=[C:14]([NH:16][C:23]([C:21]2[N:22]=[C:18]([CH3:17])[O:19][C:20]=2[C:26]2[CH:27]=[C:28]([CH3:32])[CH:29]=[CH:30][CH:31]=2)=[O:24])[CH:13]=[N:12]1, predict the reactants needed to synthesize it. The reactants are: [CH3:1][C:2]1([CH2:7][CH2:8][CH2:9][CH2:10][N:11]2[CH:15]=[C:14]([NH2:16])[CH:13]=[N:12]2)[O:6]CCO1.[CH3:17][C:18]1[O:19][C:20]([C:26]2[CH:27]=[C:28]([CH3:32])[CH:29]=[CH:30][CH:31]=2)=[C:21]([C:23](O)=[O:24])[N:22]=1. (6) Given the product [CH2:14]([C@@H:21]1[CH2:25][O:24][C:23](=[O:26])[N:22]1[C:8]1[CH:9]=[CH:10][C:5]([C:3]([O:2][CH3:1])=[O:4])=[CH:6][CH:7]=1)[C:15]1[CH:16]=[CH:17][CH:18]=[CH:19][CH:20]=1, predict the reactants needed to synthesize it. The reactants are: [CH3:1][O:2][C:3]([C:5]1[CH:10]=[CH:9][C:8](B(O)O)=[CH:7][CH:6]=1)=[O:4].[CH2:14]([C@@H:21]1[CH2:25][O:24][C:23](=[O:26])[NH:22]1)[C:15]1[CH:20]=[CH:19][CH:18]=[CH:17][CH:16]=1.C(Cl)Cl.C(N(CC)CC)C. (7) Given the product [CH:28]1[C:29]2[C:34](=[CH:33][CH:32]=[CH:31][CH:30]=2)[CH:35]=[CH:36][C:27]=1[CH2:26][O:25][CH:13]1[CH:12]([C:9]2[CH:10]=[CH:11][C:6]([O:5][CH2:4][CH2:3][CH2:2][O:1][CH2:38][C:39]3[CH:44]=[CH:43][CH:42]=[CH:41][N:40]=3)=[CH:7][CH:8]=2)[CH2:17][CH2:16][N:15]([C:18]([O:20][C:21]([CH3:22])([CH3:23])[CH3:24])=[O:19])[CH2:14]1, predict the reactants needed to synthesize it. The reactants are: [OH:1][CH2:2][CH2:3][CH2:4][O:5][C:6]1[CH:11]=[CH:10][C:9]([CH:12]2[CH2:17][CH2:16][N:15]([C:18]([O:20][C:21]([CH3:24])([CH3:23])[CH3:22])=[O:19])[CH2:14][CH:13]2[O:25][CH2:26][C:27]2[CH:36]=[CH:35][C:34]3[C:29](=[CH:30][CH:31]=[CH:32][CH:33]=3)[CH:28]=2)=[CH:8][CH:7]=1.Cl[CH2:38][C:39]1[CH:44]=[CH:43][CH:42]=[CH:41][N:40]=1. (8) Given the product [F:1][C:2]1[CH:3]=[C:4]2[C:9](=[CH:10][CH:11]=1)[N:8]=[CH:7][CH:6]=[C:5]2[C@H:12]1[CH2:17][CH2:16][C@H:15]([NH2:25])[CH2:14][CH2:13]1, predict the reactants needed to synthesize it. The reactants are: [F:1][C:2]1[CH:3]=[C:4]2[C:9](=[CH:10][CH:11]=1)[N:8]=[CH:7][CH:6]=[C:5]2[CH:12]1[CH2:17][CH2:16][C:15](=O)[CH2:14][CH2:13]1.C([O-])(=O)C.[NH4+].C([BH3-])#[N:25].[Na+].